Task: Predict the reaction yield, written as a fraction of the theoretical maximum amount of product (1.0 means a 100% yield; for example, 0.34 means a 34% yield).. Dataset: Reaction yield outcomes from USPTO patents with 853,638 reactions The reactants are [Br:1][C:2]1[CH:8]=[CH:7][C:5]([NH2:6])=[C:4]([C:9]#[C:10][C:11]2[C:12]([CH3:17])=[N:13][O:14][C:15]=2[CH3:16])[CH:3]=1. The catalyst is C(O)C.[Au](Cl)(Cl)Cl. The product is [Br:1][C:2]1[CH:3]=[C:4]2[C:5](=[CH:7][CH:8]=1)[NH:6][C:10]([C:11]1[C:12]([CH3:17])=[N:13][O:14][C:15]=1[CH3:16])=[CH:9]2. The yield is 0.600.